Predict the product of the given reaction. From a dataset of Forward reaction prediction with 1.9M reactions from USPTO patents (1976-2016). (1) The product is: [CH2:18]([O:17][C:15](=[O:16])[CH2:14][C:13]1[N:8]=[C:6]([C:5]2[CH:9]=[CH:10][C:2]([F:1])=[CH:3][CH:4]=2)[O:7][C:12]=1[CH3:21])[CH3:19]. Given the reactants [F:1][C:2]1[CH:10]=[CH:9][C:5]([C:6]([NH2:8])=[O:7])=[CH:4][CH:3]=1.Br[CH:12]([CH3:21])[C:13](=O)[CH2:14][C:15]([O:17][CH2:18][CH3:19])=[O:16], predict the reaction product. (2) Given the reactants C(N(CC)CC)C.Cl.[NH2:9][CH2:10][C:11]1[CH:19]=[CH:18][CH:17]=[C:16]2[C:12]=1[CH2:13][N:14]([CH:21]1[CH2:26][CH2:25][C:24](=[O:27])[NH:23][C:22]1=[O:28])[C:15]2=[O:20].[N:29]1[CH:34]=[CH:33][CH:32]=[CH:31][C:30]=1[C:35](Cl)=[O:36], predict the reaction product. The product is: [O:28]=[C:22]1[CH:21]([N:14]2[CH2:13][C:12]3[C:16](=[CH:17][CH:18]=[CH:19][C:11]=3[CH2:10][NH:9][C:35]([C:30]3[CH:31]=[CH:32][CH:33]=[CH:34][N:29]=3)=[O:36])[C:15]2=[O:20])[CH2:26][CH2:25][C:24](=[O:27])[NH:23]1. (3) Given the reactants [C:1]12([C:11]3[CH:12]=[C:13]([C:25]4[CH:30]=[N:29][C:28](/[CH:31]=[CH:32]/[C:33]([O:35][CH2:36][CH3:37])=[O:34])=[CH:27][N:26]=4)[CH:14]=[CH:15][C:16]=3[O:17]CC3C=CC=CC=3)[CH2:10][CH:5]3[CH2:6][CH:7]([CH2:9][CH:3]([CH2:4]3)[CH2:2]1)[CH2:8]2.B(Br)(Br)Br, predict the reaction product. The product is: [C:1]12([C:11]3[CH:12]=[C:13]([C:25]4[CH:30]=[N:29][C:28](/[CH:31]=[CH:32]/[C:33]([O:35][CH2:36][CH3:37])=[O:34])=[CH:27][N:26]=4)[CH:14]=[CH:15][C:16]=3[OH:17])[CH2:2][CH:3]3[CH2:4][CH:5]([CH2:6][CH:7]([CH2:9]3)[CH2:8]1)[CH2:10]2. (4) Given the reactants I[C:2]1[C:3]([O:8][C:9]2[CH:14]=[CH:13][C:12]([NH:15][C:16]3[CH:21]=[CH:20][CH:19]=[CH:18][N:17]=3)=[CH:11][CH:10]=2)=[N:4][CH:5]=[CH:6][CH:7]=1.C(N(CC)CC)C.[CH2:29]([OH:32])[C:30]#[CH:31], predict the reaction product. The product is: [N:17]1[CH:18]=[CH:19][CH:20]=[CH:21][C:16]=1[NH:15][C:12]1[CH:13]=[CH:14][C:9]([O:8][C:3]2[C:2]([C:31]#[C:30][CH2:29][OH:32])=[CH:7][CH:6]=[CH:5][N:4]=2)=[CH:10][CH:11]=1. (5) Given the reactants [CH3:1][N:2](C)CCCN=C=NCC.[O:12]([C:19]1[CH:27]=[CH:26][CH:25]=[CH:24][C:20]=1[C:21](O)=[O:22])[C:13]1[CH:18]=[CH:17][CH:16]=[CH:15][CH:14]=1.CN.C(O)C, predict the reaction product. The product is: [CH3:1][NH:2][C:21](=[O:22])[C:20]1[CH:24]=[CH:25][CH:26]=[CH:27][C:19]=1[O:12][C:13]1[CH:18]=[CH:17][CH:16]=[CH:15][CH:14]=1. (6) Given the reactants [F:1][C:2]1[CH:3]=[CH:4][C:5]([O:28][CH3:29])=[C:6]([C:8]2[N:12]=[C:11]([C:13]3[CH:18]=[CH:17][C:16]([C:19]4[CH:24]=[CH:23][CH:22]=[CH:21][C:20]=4[CH3:25])=[C:15]([CH2:26][OH:27])[CH:14]=3)[O:10][N:9]=2)[CH:7]=1, predict the reaction product. The product is: [F:1][C:2]1[CH:3]=[CH:4][C:5]([O:28][CH3:29])=[C:6]([C:8]2[N:12]=[C:11]([C:13]3[CH:14]=[C:15]([CH:26]=[O:27])[C:16]([C:19]4[CH:24]=[CH:23][CH:22]=[CH:21][C:20]=4[CH3:25])=[CH:17][CH:18]=3)[O:10][N:9]=2)[CH:7]=1.